Dataset: Catalyst prediction with 721,799 reactions and 888 catalyst types from USPTO. Task: Predict which catalyst facilitates the given reaction. (1) Reactant: C(C1C=CC(O/[CH:10]=[CH:11]/[O:12][C:13]2[CH:18]=[CH:17][C:16]([C:19]3[CH:24]=[CH:23][CH:22]=[CH:21][CH:20]=3)=[CH:15][CH:14]=2)=CC=1)(C)(C)C.I/C=C/OC1C=CC(C2C=CC=CC=2)=CC=1.[C:43]1([SH:49])[CH:48]=[CH:47][CH:46]=[CH:45][CH:44]=1.C([O-])([O-])=O.[Cs+].[Cs+]. Product: [C:16]1([C:19]2[CH:20]=[CH:21][CH:22]=[CH:23][CH:24]=2)[CH:15]=[CH:14][C:13]([O:12]/[CH:11]=[CH:10]/[S:49][C:43]2[CH:48]=[CH:47][CH:46]=[CH:45][CH:44]=2)=[CH:18][CH:17]=1. The catalyst class is: 205. (2) Reactant: C[O:2][C:3]([C:5]12[CH2:14][CH:9]3[CH2:10][CH:11]([CH2:13][CH:7]([CH:8]3[NH:15][C:16](=[O:34])[C:17]3[CH:22]=[CH:21][CH:20]=[C:19]([NH:23][S:24]([C:27]4[CH:32]=[CH:31][CH:30]=[CH:29][C:28]=4[F:33])(=[O:26])=[O:25])[CH:18]=3)[CH2:6]1)[CH2:12]2)=[O:4].[OH-].[Na+]. Product: [F:33][C:28]1[CH:29]=[CH:30][CH:31]=[CH:32][C:27]=1[S:24]([NH:23][C:19]1[CH:18]=[C:17]([CH:22]=[CH:21][CH:20]=1)[C:16]([NH:15][CH:8]1[CH:7]2[CH2:6][C:5]3([C:3]([OH:4])=[O:2])[CH2:12][CH:11]([CH2:10][CH:9]1[CH2:14]3)[CH2:13]2)=[O:34])(=[O:26])=[O:25]. The catalyst class is: 24. (3) Reactant: [NH2:1][C:2]1[N:3]([CH3:22])[C:4](=[O:21])[C:5]2[C:10]([C:11]3[C:16]([CH3:17])=[CH:15][C:14]([CH3:18])=[CH:13][C:12]=3[CH3:19])=[CH:9][N:8]([CH3:20])[C:6]=2[N:7]=1.CN(C)C=O.[H-].[Na+].[CH2:30](I)[CH2:31][CH2:32][CH3:33]. Product: [CH2:30]([N:1]([CH2:4][CH2:5][CH2:10][CH3:9])[C:2]1[N:3]([CH3:22])[C:4](=[O:21])[C:5]2[C:10]([C:11]3[C:16]([CH3:17])=[CH:15][C:14]([CH3:18])=[CH:13][C:12]=3[CH3:19])=[CH:9][N:8]([CH3:20])[C:6]=2[N:7]=1)[CH2:31][CH2:32][CH3:33]. The catalyst class is: 6. (4) Reactant: [CH:1]([C:3]1[CH:10]=[CH:9][C:6]([CH2:7][Cl:8])=[CH:5][CH:4]=1)=[CH2:2].[CH3:11][O:12][CH2:13][CH2:14][O:15][CH2:16][CH2:17][N:18]([CH2:26][CH2:27][O:28][CH2:29][CH2:30][O:31][CH3:32])[CH2:19][CH2:20][O:21][CH2:22][CH2:23][O:24][CH3:25]. Product: [Cl-:8].[CH3:11][O:12][CH2:13][CH2:14][O:15][CH2:16][CH2:17][N+:18]([CH2:26][CH2:27][O:28][CH2:29][CH2:30][O:31][CH3:32])([CH2:19][CH2:20][O:21][CH2:22][CH2:23][O:24][CH3:25])[CH2:7][C:6]1[CH:9]=[CH:10][C:3]([CH:1]=[CH2:2])=[CH:4][CH:5]=1. The catalyst class is: 23. (5) Reactant: Br[C:2]1[C:8]([CH3:9])=[C:7]([CH3:10])[CH:6]=[C:4]([CH3:5])[C:3]=1[CH3:11].C([Li])CCC.[B:17](OC)([O:20]C)[O:18]C.C1([Li])C(C)=C(C)C=C(C)C=1C. Product: [C:2]1([B:17]([OH:20])[OH:18])[C:8]([CH3:9])=[C:7]([CH3:10])[CH:6]=[C:4]([CH3:5])[C:3]=1[CH3:11]. The catalyst class is: 116. (6) Reactant: [CH2:1]([N:9]1[CH:13]=[C:12]([C:14]2[C:22]3[C:17](=[N:18][CH:19]=[C:20]([C:23]4[CH:24]=[N:25][N:26]([CH:28]5[CH2:33][CH2:32][N:31](C(OC(C)(C)C)=O)[CH2:30][CH2:29]5)[CH:27]=4)[CH:21]=3)[NH:16][CH:15]=2)[CH:11]=[N:10]1)[CH2:2][C:3]1[CH:8]=[CH:7][CH:6]=[CH:5][CH:4]=1. Product: [CH2:1]([N:9]1[CH:13]=[C:12]([C:14]2[C:22]3[C:17](=[N:18][CH:19]=[C:20]([C:23]4[CH:24]=[N:25][N:26]([CH:28]5[CH2:33][CH2:32][NH:31][CH2:30][CH2:29]5)[CH:27]=4)[CH:21]=3)[NH:16][CH:15]=2)[CH:11]=[N:10]1)[CH2:2][C:3]1[CH:4]=[CH:5][CH:6]=[CH:7][CH:8]=1. The catalyst class is: 137. (7) Reactant: Br[C:2]1[S:3][C:4](Br)=[CH:5][C:6]=1[Br:7].[CH:9]1[C:18]2[C:13](=[CH:14][CH:15]=[CH:16][CH:17]=2)[CH:12]=[CH:11][C:10]=1[NH:19][C:20]1[CH:29]=[CH:28][C:27]2[C:22](=[CH:23][CH:24]=[CH:25][CH:26]=2)[CH:21]=1.[CH:43]1[CH:48]=[CH:47][C:46](P([C:43]2[CH:48]=[CH:47][CH:46]=[CH:45][CH:44]=2)[C:43]2[CH:48]=[CH:47][CH:46]=[CH:45][CH:44]=2)=[CH:45][CH:44]=1.[CH3:49][C:50]([O-])([CH3:52])[CH3:51].[Na+]. Product: [Br:7][C:6]1[CH:5]=[C:4]([N:19]([C:10]2[CH:11]=[CH:12][C:13]3[C:18](=[CH:17][CH:16]=[CH:15][CH:14]=3)[CH:9]=2)[C:20]2[CH:29]=[CH:28][C:27]3[C:22](=[CH:23][CH:24]=[CH:25][CH:26]=3)[CH:21]=2)[S:3][C:2]=1[N:19]([C:43]1[CH:44]=[CH:45][C:46]2[C:47](=[CH:14][CH:13]=[CH:12][CH:11]=2)[CH:48]=1)[C:10]1[CH:9]=[CH:18][C:52]2[C:50](=[CH:51][CH:17]=[CH:16][CH:15]=2)[CH:49]=1. The catalyst class is: 187.